Dataset: Catalyst prediction with 721,799 reactions and 888 catalyst types from USPTO. Task: Predict which catalyst facilitates the given reaction. (1) Reactant: [OH:1][C@@H:2](/[CH:13]=[CH:14]/[CH2:15][CH2:16][CH2:17][CH2:18][CH2:19][CH2:20][CH2:21][CH2:22][CH2:23][CH2:24][CH2:25][CH2:26][CH3:27])[C@@H:3]([NH:5][C:6](=[O:12])[O:7][C:8]([CH3:11])([CH3:10])[CH3:9])[CH3:4].ClC1C=C(C=CC=1)C(OO)=[O:33]. Product: [OH:1][C@@H:2]([C@H:13]1[C@H:14]([CH2:15][CH2:16][CH2:17][CH2:18][CH2:19][CH2:20][CH2:21][CH2:22][CH2:23][CH2:24][CH2:25][CH2:26][CH3:27])[O:33]1)[C@@H:3]([NH:5][C:6](=[O:12])[O:7][C:8]([CH3:9])([CH3:10])[CH3:11])[CH3:4]. The catalyst class is: 4. (2) The catalyst class is: 5. Reactant: [CH3:1][N:2]1[C:10]([C:11]2[CH:16]=[CH:15][CH:14]=[CH:13][N:12]=2)=[C:9]2[C:4]([CH2:5][N:6]([C:17]([O:19]C(C)(C)C)=O)[CH2:7][CH2:8]2)=[N:3]1.Cl.O1CCOCC1.[Cl:31][C:32]1[C:40]([C:41]([F:44])([F:43])[F:42])=[CH:39][CH:38]=[CH:37][C:33]=1C(O)=O.F[P-](F)(F)(F)(F)F.N1(O[P+](N(C)C)(N(C)C)N(C)C)C2C=CC=CC=2N=N1.C(N(CC)CC)C. Product: [Cl:31][C:32]1[C:40]([C:41]([F:42])([F:43])[F:44])=[CH:39][CH:38]=[CH:37][C:33]=1[C:17]([N:6]1[CH2:7][CH2:8][C:9]2=[C:10]([C:11]3[CH:16]=[CH:15][CH:14]=[CH:13][N:12]=3)[N:2]([CH3:1])[N:3]=[C:4]2[CH2:5]1)=[O:19].